This data is from Full USPTO retrosynthesis dataset with 1.9M reactions from patents (1976-2016). The task is: Predict the reactants needed to synthesize the given product. (1) Given the product [CH3:19][S:20]([O:11][CH2:10][C@H:3]1[O:2][CH2:1][C@@H:6]2[CH2:7][CH2:8][CH2:9][N:5]2[CH2:4]1)(=[O:22])=[O:21], predict the reactants needed to synthesize it. The reactants are: [CH2:1]1[C@@H:6]2[CH2:7][CH2:8][CH2:9][N:5]2[CH2:4][C@@H:3]([CH2:10][OH:11])[O:2]1.C(N(CC)CC)C.[CH3:19][S:20](Cl)(=[O:22])=[O:21]. (2) The reactants are: [NH2:1][C:2]1[CH:7]=[CH:6][C:5]([C:8]#[N:9])=[CH:4][N:3]=1.[C:10](O[C:10]([O:12][C:13]([CH3:16])([CH3:15])[CH3:14])=[O:11])([O:12][C:13]([CH3:16])([CH3:15])[CH3:14])=[O:11].[BH4-].[Na+]. Given the product [C:13]([O:12][C:10](=[O:11])[NH:9][CH2:8][C:5]1[CH:4]=[N:3][C:2]([NH2:1])=[CH:7][CH:6]=1)([CH3:16])([CH3:15])[CH3:14], predict the reactants needed to synthesize it. (3) Given the product [N+:25]([C:22]1[CH:23]=[CH:24][C:19]([NH:1][CH2:2][CH2:3][C:4]2[N:9]=[C:8]([NH:10][C:11](=[O:17])[O:12][C:13]([CH3:14])([CH3:16])[CH3:15])[CH:7]=[CH:6][CH:5]=2)=[CH:20][CH:21]=1)([O-:27])=[O:26], predict the reactants needed to synthesize it. The reactants are: [NH2:1][CH2:2][CH2:3][C:4]1[N:9]=[C:8]([NH:10][C:11](=[O:17])[O:12][C:13]([CH3:16])([CH3:15])[CH3:14])[CH:7]=[CH:6][CH:5]=1.F[C:19]1[CH:24]=[CH:23][C:22]([N+:25]([O-:27])=[O:26])=[CH:21][CH:20]=1.C(N(CC)CC)C.O. (4) Given the product [CH3:29][O:28][C:23]1[CH:24]=[CH:25][CH:26]=[CH:27][C:22]=1[C:20]1[CH:19]=[CH:18][N:17]=[C:16]([NH:1][C:2]2[CH:3]=[C:4]([CH2:8][S:9]([CH2:12][CH2:13][OH:14])(=[O:11])=[O:10])[CH:5]=[CH:6][CH:7]=2)[N:21]=1, predict the reactants needed to synthesize it. The reactants are: [NH2:1][C:2]1[CH:3]=[C:4]([CH2:8][S:9]([CH2:12][CH2:13][OH:14])(=[O:11])=[O:10])[CH:5]=[CH:6][CH:7]=1.Cl[C:16]1[N:21]=[C:20]([C:22]2[CH:27]=[CH:26][CH:25]=[CH:24][C:23]=2[O:28][CH3:29])[CH:19]=[CH:18][N:17]=1. (5) Given the product [CH2:17]([C@@H:16]1[NH:21][CH2:4][C@@H:3]([C:7]2[CH:12]=[CH:11][CH:10]=[CH:9][CH:8]=2)[CH2:2][NH:1][C:15]1=[O:14])[CH:18]([CH3:20])[CH3:19], predict the reactants needed to synthesize it. The reactants are: [NH2:1][CH2:2][CH:3]([C:7]1[CH:12]=[CH:11][CH:10]=[CH:9][CH:8]=1)[C:4](O)=O.C[O:14][C:15](=O)[CH:16]([NH2:21])[CH2:17][CH:18]([CH3:20])[CH3:19].C([C@@H]1NC[C@H](CC(C)C)NC1=O)C(C)C. (6) Given the product [OH:1][B:2]1[C:6]2[CH:7]=[C:8]([CH2:11][CH2:13][C:14]([OH:19])=[O:15])[CH:9]=[CH:10][C:5]=2[CH2:4][O:3]1, predict the reactants needed to synthesize it. The reactants are: [OH:1][B:2]1[C:6]2[CH:7]=[C:8]([CH:11]=O)[CH:9]=[CH:10][C:5]=2[CH2:4][O:3]1.[CH3:13][C:14]1(C)[O:19]C(=O)CC(=O)[O:15]1.[OH-].[Na+]. (7) The reactants are: [CH2:1]([C:3]1[C:12]([CH3:13])=[C:11]([O:14]C(C2CC2)=O)[C:10]2[C:5](=[CH:6][CH:7]=[C:8]([F:21])[C:9]=2[F:20])[N:4]=1)[CH3:2].[OH-].[Na+].Cl. Given the product [CH2:1]([C:3]1[C:12]([CH3:13])=[C:11]([OH:14])[C:10]2[C:5](=[CH:6][CH:7]=[C:8]([F:21])[C:9]=2[F:20])[N:4]=1)[CH3:2], predict the reactants needed to synthesize it.